Dataset: Full USPTO retrosynthesis dataset with 1.9M reactions from patents (1976-2016). Task: Predict the reactants needed to synthesize the given product. (1) Given the product [CH3:3][N:2]([CH2:4][C:5]1[CH:10]=[C:9]([C:11]2[CH:16]=[CH:15][C:14]([C:17]([F:18])([F:20])[F:19])=[CH:13][CH:12]=2)[C:8]([C:21]([OH:23])=[O:22])=[CH:7][CH:6]=1)[CH3:1], predict the reactants needed to synthesize it. The reactants are: [CH3:1][N:2]([CH2:4][C:5]1[CH:10]=[C:9]([C:11]2[CH:16]=[CH:15][C:14]([C:17]([F:20])([F:19])[F:18])=[CH:13][CH:12]=2)[C:8]([C:21]([O:23]C)=[O:22])=[CH:7][CH:6]=1)[CH3:3].[OH-].[Na+]. (2) Given the product [Cl:1][C:2]1[CH:3]=[CH:4][C:5]([NH:8][C:9](=[O:15])[O:10][C:11]([CH3:12])([CH3:14])[CH3:13])=[C:6]([CH:26]([OH:27])[C:25]2[CH:28]=[CH:29][CH:30]=[C:23]([O:22][CH3:21])[C:24]=2[CH3:31])[CH:7]=1, predict the reactants needed to synthesize it. The reactants are: [Cl:1][C:2]1[CH:7]=[CH:6][C:5]([NH:8][C:9](=[O:15])[O:10][C:11]([CH3:14])([CH3:13])[CH3:12])=[CH:4][CH:3]=1.C([Li])(CC)C.[CH3:21][O:22][C:23]1[C:24]([CH3:31])=[C:25]([CH:28]=[CH:29][CH:30]=1)[CH:26]=[O:27].[Cl-].[NH4+]. (3) Given the product [C:1]([NH:8][C:9]1[N:13]([CH2:14][CH2:15][CH2:16][CH3:17])[C:12]([S:18][C:19]2[CH:27]=[CH:26][C:22]3[O:23][CH2:24][O:25][C:21]=3[CH:20]=2)=[N:11][C:10]=1[C:28]([NH2:30])=[O:29])(=[O:3])[CH3:2], predict the reactants needed to synthesize it. The reactants are: [C:1](OC(=O)C)(=[O:3])[CH3:2].[NH2:8][C:9]1[N:13]([CH2:14][CH2:15][CH2:16][CH3:17])[C:12]([S:18][C:19]2[CH:27]=[CH:26][C:22]3[O:23][CH2:24][O:25][C:21]=3[CH:20]=2)=[N:11][C:10]=1[C:28]([NH2:30])=[O:29]. (4) Given the product [F:34][CH:32]([F:33])[O:31][C:8]1[C:7]2[C:12](=[C:13]([F:16])[CH:14]=[CH:15][C:6]=2[O:5][CH2:4][C:3]([OH:35])=[O:2])[N:11]=[C:10]([CH2:17][CH3:18])[C:9]=1[CH2:19][C:20]1[CH:25]=[CH:24][C:23]([N:26]2[CH:30]=[CH:29][CH:28]=[N:27]2)=[CH:22][CH:21]=1, predict the reactants needed to synthesize it. The reactants are: C[O:2][C:3](=[O:35])[CH2:4][O:5][C:6]1[CH:15]=[CH:14][C:13]([F:16])=[C:12]2[C:7]=1[C:8]([O:31][CH:32]([F:34])[F:33])=[C:9]([CH2:19][C:20]1[CH:25]=[CH:24][C:23]([N:26]3[CH:30]=[CH:29][CH:28]=[N:27]3)=[CH:22][CH:21]=1)[C:10]([CH2:17][CH3:18])=[N:11]2.[OH-].[Li+]. (5) Given the product [NH:1]1[C:9]2[C:4](=[CH:5][C:6]([C:10]3[CH:11]=[C:12]([CH:26]=[CH:27][CH:28]=3)[CH2:13][O:14][C:15]3[CH:20]=[CH:19][C:18]([CH2:21][CH2:22][C:23]([O:25][CH3:30])=[O:24])=[CH:17][CH:16]=3)=[CH:7][CH:8]=2)[CH:3]=[CH:2]1, predict the reactants needed to synthesize it. The reactants are: [NH:1]1[C:9]2[C:4](=[CH:5][C:6]([C:10]3[CH:11]=[C:12]([CH:26]=[CH:27][CH:28]=3)[CH2:13][O:14][C:15]3[CH:20]=[CH:19][C:18]([CH2:21][CH2:22][C:23]([OH:25])=[O:24])=[CH:17][CH:16]=3)=[CH:7][CH:8]=2)[CH:3]=[CH:2]1.O1CCC[CH2:30]1. (6) Given the product [CH3:12][C:10]1([CH3:11])[C:13]([CH3:15])([CH3:14])[O:16][B:8]([C:4]2[CH:3]=[C:2]([NH:1][C:17](=[O:19])[CH3:18])[CH:7]=[CH:6][CH:5]=2)[O:9]1, predict the reactants needed to synthesize it. The reactants are: [NH2:1][C:2]1[CH:3]=[C:4]([B:8]2[O:16][C:13]([CH3:15])([CH3:14])[C:10]([CH3:12])([CH3:11])[O:9]2)[CH:5]=[CH:6][CH:7]=1.[C:17](OC(=O)C)(=[O:19])[CH3:18]. (7) The reactants are: [NH:1]1[CH:5]([C:6]([OH:8])=[O:7])[CH2:4][CH:3]=[N:2]1.[CH:9]1([CH2:14][C@H:15]([CH2:19][N:20]([CH:29]=[O:30])[O:21][CH2:22][C:23]2[CH:28]=[CH:27][CH:26]=[CH:25][CH:24]=2)[C:16](F)=[O:17])[CH2:13][CH2:12][CH2:11][CH2:10]1.CCN(C(C)C)C(C)C.CC(O)=O. Given the product [CH:9]1([CH2:14][C@H:15]([CH2:19][N:20]([CH:29]=[O:30])[O:21][CH2:22][C:23]2[CH:28]=[CH:27][CH:26]=[CH:25][CH:24]=2)[C:16]([N:1]2[C@H:5]([C:6]([OH:8])=[O:7])[CH2:4][CH:3]=[N:2]2)=[O:17])[CH2:13][CH2:12][CH2:11][CH2:10]1, predict the reactants needed to synthesize it. (8) Given the product [CH3:1][CH2:2][N:3]([CH2:6][CH2:7][NH:8][C:9]([C:11]1[C:12]([CH3:29])=[C:13](/[CH:17]=[C:18]2/[C:19]3[CH:20]=[C:21]([F:28])[CH:22]=[CH:23][C:24]=3[NH:25][C:26]/2=[O:27])[NH:14][C:15]=1[CH3:16])=[O:10])[CH2:4][CH3:5], predict the reactants needed to synthesize it. The reactants are: [CH3:1][CH2:2][N:3]([CH2:6][CH2:7][NH:8][C:9]([C:11]1[C:12]([CH3:29])=[C:13](/[CH:17]=[C:18]2/[C:19]3[CH:20]=[C:21]([F:28])[CH:22]=[CH:23][C:24]=3[NH:25][C:26]/2=[O:27])[NH:14][C:15]=1[CH3:16])=[O:10])[CH2:4][CH3:5].Cl.[OH-].[Na+]. (9) Given the product [ClH:43].[ClH:43].[ClH:43].[ClH:43].[F:1][C:2]1[CH:7]=[CH:6][C:5]([CH:8]([N:30]2[CH2:35][CH2:34][NH:33][CH2:32][CH2:31]2)[CH2:9][N:10]2[CH2:15][CH2:14][N:13]([CH2:16][CH2:17][CH2:18][CH2:19][C:20]3[C:29]4[C:24](=[CH:25][CH:26]=[CH:27][CH:28]=4)[CH:23]=[CH:22][CH:21]=3)[CH2:12][CH2:11]2)=[CH:4][CH:3]=1, predict the reactants needed to synthesize it. The reactants are: [F:1][C:2]1[CH:7]=[CH:6][C:5]([CH:8]([N:30]2[CH2:35][CH2:34][N:33](C(OC(C)(C)C)=O)[CH2:32][CH2:31]2)[CH2:9][N:10]2[CH2:15][CH2:14][N:13]([CH2:16][CH2:17][CH2:18][CH2:19][C:20]3[C:29]4[C:24](=[CH:25][CH:26]=[CH:27][CH:28]=4)[CH:23]=[CH:22][CH:21]=3)[CH2:12][CH2:11]2)=[CH:4][CH:3]=1.[ClH:43].C(OCC)(=O)C. (10) Given the product [C:14]([O:17][CH2:12][C:7]1[C:6]([CH3:13])=[C:5]([O:4][CH2:1][CH2:2][CH3:3])[CH:10]=[CH:9][N:8]=1)(=[O:16])[CH3:15], predict the reactants needed to synthesize it. The reactants are: [CH2:1]([O:4][C:5]1[CH:10]=[CH:9][N+:8]([O-])=[C:7]([CH3:12])[C:6]=1[CH3:13])[CH2:2][CH3:3].[C:14]([O:17]C(=O)C)(=[O:16])[CH3:15].